From a dataset of Forward reaction prediction with 1.9M reactions from USPTO patents (1976-2016). Predict the product of the given reaction. (1) Given the reactants C(O[C:6]([C:8]1[N:9]=[C:10]([Cl:23])[C:11]2[C:16]([C:17]=1[OH:18])=[CH:15][C:14]([O:19][CH:20]([CH3:22])[CH3:21])=[CH:13][CH:12]=2)=[O:7])CCC.[NH2:24][CH:25]([CH2:28][OH:29])[CH2:26][OH:27], predict the reaction product. The product is: [OH:27][CH2:26][CH:25]([NH:24][C:6]([C:8]1[N:9]=[C:10]([Cl:23])[C:11]2[C:16]([C:17]=1[OH:18])=[CH:15][C:14]([O:19][CH:20]([CH3:21])[CH3:22])=[CH:13][CH:12]=2)=[O:7])[CH2:28][OH:29]. (2) Given the reactants [Si:1]([O:18][CH2:19][C@@H:20]([NH:51][S:52]([C:55]1[CH:60]=[CH:59][C:58]([N+:61]([O-:63])=[O:62])=[CH:57][CH:56]=1)(=[O:54])=[O:53])[CH2:21][CH2:22][C:23]1[CH:28]=[CH:27][CH:26]=[CH:25][C:24]=1[NH:29][C:30](=[O:50])[C@H:31]([CH:37]([C:44]1[CH:49]=[CH:48][CH:47]=[CH:46][CH:45]=1)[C:38]1[CH:43]=[CH:42][CH:41]=[CH:40][CH:39]=1)[NH:32][C:33]([O:35][CH3:36])=[O:34])([C:14]([CH3:17])([CH3:16])[CH3:15])([C:8]1[CH:13]=[CH:12][CH:11]=[CH:10][CH:9]=1)[C:2]1[CH:7]=[CH:6][CH:5]=[CH:4][CH:3]=1.C1C=CC(P(C2C=CC=CC=2)C2C=CC=CC=2)=CC=1.[CH2:83](O)[CH2:84][CH:85]([CH3:87])[CH3:86].CC(OC(/N=N/C(OC(C)C)=O)=O)C, predict the reaction product. The product is: [Si:1]([O:18][CH2:19][C@@H:20]([N:51]([CH2:83][CH2:84][CH:85]([CH3:87])[CH3:86])[S:52]([C:55]1[CH:56]=[CH:57][C:58]([N+:61]([O-:63])=[O:62])=[CH:59][CH:60]=1)(=[O:53])=[O:54])[CH2:21][CH2:22][C:23]1[CH:28]=[CH:27][CH:26]=[CH:25][C:24]=1[NH:29][C:30](=[O:50])[C@H:31]([CH:37]([C:44]1[CH:45]=[CH:46][CH:47]=[CH:48][CH:49]=1)[C:38]1[CH:39]=[CH:40][CH:41]=[CH:42][CH:43]=1)[NH:32][C:33]([O:35][CH3:36])=[O:34])([C:14]([CH3:16])([CH3:17])[CH3:15])([C:8]1[CH:13]=[CH:12][CH:11]=[CH:10][CH:9]=1)[C:2]1[CH:7]=[CH:6][CH:5]=[CH:4][CH:3]=1. (3) Given the reactants [F:1][C:2]1[CH:7]=[CH:6][C:5]([O:8][CH3:9])=[CH:4][C:3]=1[CH3:10].C([Li])CCC.[NH2:16][C:17]1[N:28]=[C:27]([Cl:29])[CH:26]=[CH:25][C:18]=1[C:19](N(OC)C)=[O:20], predict the reaction product. The product is: [NH2:16][C:17]1[C:18]([C:19]([C:6]2[CH:7]=[C:2]([F:1])[C:3]([CH3:10])=[CH:4][C:5]=2[O:8][CH3:9])=[O:20])=[CH:25][CH:26]=[C:27]([Cl:29])[N:28]=1. (4) The product is: [ClH:1].[CH3:40][C:25]1[CH:24]=[C:23]([O:22][CH3:21])[CH:28]=[CH:27][C:26]=1[N:29]1[CH2:34][CH2:33][CH2:32][C:31]2=[C:35]([O:39][CH:2]([CH2:7][CH2:6][CH3:8])[CH2:3][CH2:4][CH3:5])[N:36]([CH3:38])[N:37]=[C:30]12. Given the reactants [Cl:1][C:2]1[CH:7]=[C:6]([CH3:8])[CH:5]=[C:4](C)[C:3]=1N1CCCC2C(=O)N(C)NC1=2.[CH3:21][O:22][C:23]1[CH:28]=[CH:27][C:26]([N:29]2[CH2:34][CH2:33][CH2:32][C:31]3[C:35](=[O:39])[N:36]([CH3:38])[NH:37][C:30]2=3)=[C:25]([CH3:40])[CH:24]=1, predict the reaction product. (5) Given the reactants Br[C:2]1[CH:3]=[N:4][C:5]2[N:6]([CH:8]=[C:9]([CH2:11][O:12][C:13]3[CH:14]=[N:15][CH:16]=[CH:17][CH:18]=3)[N:10]=2)[CH:7]=1.[F:19][C:20]1[CH:25]=[CH:24][C:23](B(O)O)=[C:22]([CH3:29])[CH:21]=1, predict the reaction product. The product is: [F:19][C:20]1[CH:25]=[CH:24][C:23]([C:2]2[CH:3]=[N:4][C:5]3[N:6]([CH:8]=[C:9]([CH2:11][O:12][C:13]4[CH:14]=[N:15][CH:16]=[CH:17][CH:18]=4)[N:10]=3)[CH:7]=2)=[C:22]([CH3:29])[CH:21]=1. (6) Given the reactants [CH3:1][Si:2]([CH3:16])([CH3:15])[CH2:3][CH2:4][O:5][C:6]([N:8]1[CH2:13][CH2:12][C:11](=O)[CH2:10][CH2:9]1)=[O:7].C([O-])=O.[NH4+:20], predict the reaction product. The product is: [CH3:1][Si:2]([CH3:16])([CH3:15])[CH2:3][CH2:4][O:5][C:6]([N:8]1[CH2:13][CH2:12][CH:11]([NH2:20])[CH2:10][CH2:9]1)=[O:7].